Dataset: Full USPTO retrosynthesis dataset with 1.9M reactions from patents (1976-2016). Task: Predict the reactants needed to synthesize the given product. (1) Given the product [Br:10][C:7]1[CH:8]=[CH:9][C:4]([CH2:3][OH:2])=[CH:5][C:6]=1[OH:11], predict the reactants needed to synthesize it. The reactants are: C[O:2][C:3](=O)[C:4]1[CH:9]=[CH:8][C:7]([Br:10])=[C:6]([OH:11])[CH:5]=1.CC(C[AlH]CC(C)C)C. (2) Given the product [CH3:25][C:20]1([CH3:26])[C:21]([CH3:24])([CH3:23])[O:22][B:18]([C:2]2[CH:3]=[C:4]3[C:8](=[CH:9][CH:10]=2)[CH2:7][C@H:6]([NH:11][S:12]([CH:15]([CH3:17])[CH3:16])(=[O:14])=[O:13])[CH2:5]3)[O:19]1, predict the reactants needed to synthesize it. The reactants are: Br[C:2]1[CH:3]=[C:4]2[C:8](=[CH:9][CH:10]=1)[CH2:7][C@H:6]([NH:11][S:12]([CH:15]([CH3:17])[CH3:16])(=[O:14])=[O:13])[CH2:5]2.[B:18]1([B:18]2[O:22][C:21]([CH3:24])([CH3:23])[C:20]([CH3:26])([CH3:25])[O:19]2)[O:22][C:21]([CH3:24])([CH3:23])[C:20]([CH3:26])([CH3:25])[O:19]1.C([O-])(=O)C.[K+]. (3) The reactants are: [F:1][C:2]1[CH:3]=[C:4]2[C:8](=[CH:9][CH:10]=1)[NH:7][CH:6]=[CH:5]2.[C:11](Cl)(=[O:15])[C:12](Cl)=[O:13].[C:17]([Si:21]([CH3:27])([CH3:26])[O:22][CH2:23][CH2:24][NH2:25])([CH3:20])([CH3:19])[CH3:18]. Given the product [C:17]([Si:21]([CH3:27])([CH3:26])[O:22][CH2:23][CH2:24][NH:25][C:11](=[O:15])[C:12]([C:5]1[C:4]2[C:8](=[CH:9][CH:10]=[C:2]([F:1])[CH:3]=2)[NH:7][CH:6]=1)=[O:13])([CH3:20])([CH3:19])[CH3:18], predict the reactants needed to synthesize it. (4) Given the product [N+:1]([C:4]1[CH:9]=[CH:8][CH:7]=[CH:6][C:5]=1[O:10][CH2:17][C:18]([C:20]1[CH:25]=[CH:24][CH:23]=[CH:22][CH:21]=1)=[O:19])([O-:3])=[O:2], predict the reactants needed to synthesize it. The reactants are: [N+:1]([C:4]1[CH:9]=[CH:8][CH:7]=[CH:6][C:5]=1[OH:10])([O-:3])=[O:2].C([O-])([O-])=O.[K+].[K+].[CH2:17](Br)[C:18]([C:20]1[CH:25]=[CH:24][CH:23]=[CH:22][CH:21]=1)=[O:19]. (5) Given the product [F:30][C:29]1[CH:28]=[C:27]2[C:22]([CH:23]=[CH:24][CH:25]=[N:26]2)=[CH:21][C:20]=1[CH2:19][N:16]1[C:14]2=[N:15][C:10](/[C:8](=[N:7]/[O:6][C@H:3]3[CH2:4][CH2:5][N:1]([C:32]([NH2:31])=[O:33])[CH2:2]3)/[CH3:9])=[CH:11][N:12]=[C:13]2[N:18]=[N:17]1, predict the reactants needed to synthesize it. The reactants are: [NH:1]1[CH2:5][CH2:4][C@H:3]([O:6]/[N:7]=[C:8](/[C:10]2[N:15]=[C:14]3[N:16]([CH2:19][C:20]4[CH:21]=[C:22]5[C:27](=[CH:28][C:29]=4[F:30])[N:26]=[CH:25][CH:24]=[CH:23]5)[N:17]=[N:18][C:13]3=[N:12][CH:11]=2)\[CH3:9])[CH2:2]1.[N:31]([Si](C)(C)C)=[C:32]=[O:33]. (6) The reactants are: [C:1]([C:4]1[CH:9]=[CH:8][N:7]2[C:10]([C:13]([O:15][CH2:16][CH3:17])=[O:14])=[CH:11][N:12]=[C:6]2[CH:5]=1)(=[O:3])[CH3:2].[CH3:18][Mg]Br.CO. Given the product [OH:3][C:1]([C:4]1[CH:9]=[CH:8][N:7]2[C:10]([C:13]([O:15][CH2:16][CH3:17])=[O:14])=[CH:11][N:12]=[C:6]2[CH:5]=1)([CH3:18])[CH3:2], predict the reactants needed to synthesize it. (7) Given the product [C:14]([O:1][CH:2]([CH3:12])[CH:3]([C:6]1[CH:11]=[CH:10][CH:9]=[CH:8][CH:7]=1)[C:4]#[N:5])(=[O:13])[CH3:15], predict the reactants needed to synthesize it. The reactants are: [OH:1][CH:2]([CH3:12])[CH:3]([C:6]1[CH:11]=[CH:10][CH:9]=[CH:8][CH:7]=1)[C:4]#[N:5].[OH:13][CH2:14][CH2:15]C#N.